From a dataset of Catalyst prediction with 721,799 reactions and 888 catalyst types from USPTO. Predict which catalyst facilitates the given reaction. (1) Reactant: [NH2:1][C:2]1[CH:10]=[C:9]([Br:11])[CH:8]=[CH:7][C:3]=1[C:4]([OH:6])=[O:5].Cl.N([O-])=O.[Na+].[N-:17]=[N+:18]=[N-].[Na+].CC([O-])=O.[Na+]. Product: [N:1]([C:2]1[CH:10]=[C:9]([Br:11])[CH:8]=[CH:7][C:3]=1[C:4]([OH:6])=[O:5])=[N+:17]=[N-:18]. The catalyst class is: 6. (2) Reactant: [C:1]([N:5]1[C:9]([C:10]2[CH:15]=[CH:14][C:13]([O:16][CH3:17])=[CH:12][CH:11]=2)=[C:8]([C:18]([OH:20])=O)[CH:7]=[N:6]1)([CH3:4])([CH3:3])[CH3:2].Cl.[CH3:22][NH:23][O:24][CH3:25].C1C=CC2N(O)N=NC=2C=1.CCN=C=NCCCN(C)C. Product: [C:1]([N:5]1[C:9]([C:10]2[CH:15]=[CH:14][C:13]([O:16][CH3:17])=[CH:12][CH:11]=2)=[C:8]([C:18]([N:23]([O:24][CH3:25])[CH3:22])=[O:20])[CH:7]=[N:6]1)([CH3:3])([CH3:4])[CH3:2]. The catalyst class is: 18. (3) Reactant: [CH3:1]C(C)([O-])C.[K+].[I-].C[P+](C1C=CC=CC=1)(C1C=CC=CC=1)C1C=CC=CC=1.[Cl:28][C:29]1[CH:30]=[CH:31][C:32]2[O:36][CH2:35][C:34](=O)[C:33]=2[C:38]=1[NH:39][C:40](=[O:45])[C:41]([F:44])([F:43])[F:42]. Product: [Cl:28][C:29]1[CH:30]=[CH:31][C:32]2[O:36][CH2:35][C:34](=[CH2:1])[C:33]=2[C:38]=1[NH:39][C:40](=[O:45])[C:41]([F:44])([F:43])[F:42]. The catalyst class is: 11. (4) Reactant: [Li]CCCC.[C:6]12([PH2:16])[CH2:15][CH:10]3[CH2:11][CH:12]([CH2:14][CH:8]([CH2:9]3)[CH2:7]1)[CH2:13]2.[C:17](Cl)([CH3:20])([CH3:19])[CH3:18]. Product: [C:6]12([PH:16][C:17]([CH3:20])([CH3:19])[CH3:18])[CH2:13][CH:12]3[CH2:11][CH:10]([CH2:9][CH:8]([CH2:14]3)[CH2:7]1)[CH2:15]2. The catalyst class is: 1. (5) Reactant: [CH3:1][O:2][C:3]1[C:24]([O:25][CH3:26])=[CH:23][C:6]2[CH2:7][C:8](=[O:22])[N:9]([CH2:13][C:14]3[CH:19]=[CH:18][C:17]([O:20][CH3:21])=[CH:16][CH:15]=3)[C:10](=O)[CH2:11][C:5]=2[CH:4]=1.[Cl-].[NH4+].O.ClCCl. Product: [CH3:1][O:2][C:3]1[C:24]([O:25][CH3:26])=[CH:23][C:6]2[CH2:7][C:8](=[O:22])[N:9]([CH2:13][C:14]3[CH:15]=[CH:16][C:17]([O:20][CH3:21])=[CH:18][CH:19]=3)[CH:10]=[CH:11][C:5]=2[CH:4]=1. The catalyst class is: 1.